Dataset: Forward reaction prediction with 1.9M reactions from USPTO patents (1976-2016). Task: Predict the product of the given reaction. Given the reactants [C:1]1([Si:7]([CH2:12]C)([CH2:10]C)[CH2:8]C)[CH:2]=[CH:3][CH2:4][CH2:5][CH:6]=1.C1CC=CCC=1.C([Si](CC)(CC)Cl)C, predict the reaction product. The product is: [CH:1]1([Si:7]([CH3:12])([CH3:10])[CH3:8])[CH:2]=[CH:3][CH2:4][CH:5]=[CH:6]1.